From a dataset of Full USPTO retrosynthesis dataset with 1.9M reactions from patents (1976-2016). Predict the reactants needed to synthesize the given product. (1) Given the product [NH2:1][C:2]1[C:3]2[C:10]([C:51]3[S:55][CH:54]=[C:53]([C:56]([O:58][CH3:59])=[O:57])[CH:52]=3)=[CH:9][N:8]([C@H:12]3[C@@:16]([OH:17])([CH3:18])[CH:15]([OH:19])[CH:14]([CH2:20][OH:21])[O:13]3)[C:4]=2[N:5]=[CH:6][N:7]=1, predict the reactants needed to synthesize it. The reactants are: [NH2:1][C:2]1[C:3]2[C:10](I)=[CH:9][N:8]([CH:12]3[C:16]([CH3:18])([OH:17])[CH:15]([OH:19])[CH:14]([CH2:20][OH:21])[O:13]3)[C:4]=2[N:5]=[CH:6][N:7]=1.NC1C2C(I)=CN([C@H]3[C@](C)(O)C(O)C(CO)O3)C=2N=CN=1.CC1(C)C(C)(C)OB([C:51]2[S:55][CH:54]=[C:53]([C:56]([O:58][CH3:59])=[O:57])[CH:52]=2)O1.CC([O-])=O.[K+]. (2) Given the product [N:17]12[CH2:25][CH2:24][CH:21]([CH2:22][CH2:23]1)[N:20]([C:12]([C:10]1[S:11][C:7]([C:1]3[CH:2]=[CH:3][CH:4]=[CH:5][CH:6]=3)=[CH:8][CH:9]=1)=[O:14])[CH2:19][CH2:18]2, predict the reactants needed to synthesize it. The reactants are: [C:1]1([C:7]2[S:11][C:10]([C:12]([OH:14])=O)=[CH:9][CH:8]=2)[CH:6]=[CH:5][CH:4]=[CH:3][CH:2]=1.Cl.Cl.[N:17]12[CH2:25][CH2:24][CH:21]([CH2:22][CH2:23]1)[NH:20][CH2:19][CH2:18]2.O.ON1C2C=CC=CC=2N=N1.F[B-](F)(F)F.N1(OC(N(C)C)=[N+](C)C)C2C=CC=CC=2N=N1.C(N(C(C)C)CC)(C)C.[OH-].[Na+]. (3) The reactants are: CC1C=CC(S(O[CH2:12][CH2:13][Cl:14])(=O)=O)=CC=1.[OH:15][C:16]1[CH:23]=[CH:22][CH:21]=[CH:20][C:17]=1[CH:18]=[O:19].C([O-])([O-])=O.[K+].[K+].O. Given the product [Cl:14][CH2:13][CH2:12][O:15][C:16]1[CH:23]=[CH:22][CH:21]=[CH:20][C:17]=1[CH:18]=[O:19], predict the reactants needed to synthesize it. (4) Given the product [CH3:26][O:25][CH2:24][CH:22]1[CH2:23][N:19]([C:17]([O:16][C:12]([CH3:15])([CH3:13])[CH3:14])=[O:18])[C@H:20]([C:27]([O:29][CH2:2][C:3]([C:5]2[CH:10]=[CH:9][C:8]([Br:11])=[CH:7][CH:6]=2)=[O:4])=[O:28])[CH2:21]1, predict the reactants needed to synthesize it. The reactants are: Br[CH2:2][C:3]([C:5]1[CH:10]=[CH:9][C:8]([Br:11])=[CH:7][CH:6]=1)=[O:4].[C:12]([O:16][C:17]([N:19]1[CH2:23][CH:22]([CH2:24][O:25][CH3:26])[CH2:21][C@H:20]1[C:27]([OH:29])=[O:28])=[O:18])([CH3:15])([CH3:14])[CH3:13].CCN(CC)CC.